This data is from Full USPTO retrosynthesis dataset with 1.9M reactions from patents (1976-2016). The task is: Predict the reactants needed to synthesize the given product. (1) Given the product [Cl:20][C:21]1[CH:26]=[CH:25][CH:24]=[C:23]([Cl:27])[C:22]=1[NH:28][C:29]([NH:1][C:2]1[S:3][C:4]([C:14]2[CH:15]=[CH:16][CH:17]=[CH:18][CH:19]=2)=[CH:5][C:6]=1[C:7]([O:9][C:10]([CH3:13])([CH3:12])[CH3:11])=[O:8])=[O:30], predict the reactants needed to synthesize it. The reactants are: [NH2:1][C:2]1[S:3][C:4]([C:14]2[CH:19]=[CH:18][CH:17]=[CH:16][CH:15]=2)=[CH:5][C:6]=1[C:7]([O:9][C:10]([CH3:13])([CH3:12])[CH3:11])=[O:8].[Cl:20][C:21]1[CH:26]=[CH:25][CH:24]=[C:23]([Cl:27])[C:22]=1[N:28]=[C:29]=[O:30].C(N(CC)CC)C. (2) Given the product [CH:13]1([CH2:16][O:17][C:18]2[CH:19]=[CH:20][C:21]([N:24]3[C:29](=[O:30])[C:28]([CH2:31][C:32]4[CH:33]=[CH:34][C:35]([C:38]5[CH:43]=[CH:42][CH:41]=[CH:40][C:39]=5[C:44]5[NH:3][C:4](=[O:7])[O:5][N:45]=5)=[CH:36][CH:37]=4)=[C:27]([CH2:46][CH2:47][CH3:48])[N:26]=[C:25]3[CH3:49])=[CH:22][CH:23]=2)[CH2:15][CH2:14]1, predict the reactants needed to synthesize it. The reactants are: [Cl-].O[NH3+:3].[C:4](=[O:7])([O-])[OH:5].[Na+].CS(C)=O.[CH:13]1([CH2:16][O:17][C:18]2[CH:23]=[CH:22][C:21]([N:24]3[C:29](=[O:30])[C:28]([CH2:31][C:32]4[CH:37]=[CH:36][C:35]([C:38]5[C:39]([C:44]#[N:45])=[CH:40][CH:41]=[CH:42][CH:43]=5)=[CH:34][CH:33]=4)=[C:27]([CH2:46][CH2:47][CH3:48])[N:26]=[C:25]3[CH3:49])=[CH:20][CH:19]=2)[CH2:15][CH2:14]1. (3) The reactants are: [CH2:1]([C:3]1[N:4]([CH2:9][CH2:10][NH2:11])[CH:5]=[C:6]([I:8])[N:7]=1)[CH3:2].[F:12][C:13]([F:25])([F:24])[C:14]1[CH:15]=[C:16]([CH:21]=[CH:22][CH:23]=1)[O:17][CH2:18][CH:19]=O. Given the product [CH2:1]([C:3]1[N:4]2[CH2:9][CH2:10][NH:11][CH:19]([CH2:18][O:17][C:16]3[CH:21]=[CH:22][CH:23]=[C:14]([C:13]([F:12])([F:24])[F:25])[CH:15]=3)[C:5]2=[C:6]([I:8])[N:7]=1)[CH3:2], predict the reactants needed to synthesize it. (4) Given the product [CH:1]1([CH:4]([C:23]2[CH:28]=[CH:27][C:26]([C:39]3[CH:44]=[CH:43][N:42]([CH3:45])[C:41](=[O:46])[CH:40]=3)=[CH:25][CH:24]=2)[N:5]2[CH2:10][CH2:9][C:8]([CH2:17][C:18]([OH:21])([CH3:20])[CH3:19])([C:11]3[CH:16]=[CH:15][CH:14]=[CH:13][CH:12]=3)[O:7][C:6]2=[O:22])[CH2:2][CH2:3]1, predict the reactants needed to synthesize it. The reactants are: [CH:1]1([CH:4]([C:23]2[CH:28]=[CH:27][C:26](B3OC(C)(C)C(C)(C)O3)=[CH:25][CH:24]=2)[N:5]2[CH2:10][CH2:9][C:8]([CH2:17][C:18]([OH:21])([CH3:20])[CH3:19])([C:11]3[CH:16]=[CH:15][CH:14]=[CH:13][CH:12]=3)[O:7][C:6]2=[O:22])[CH2:3][CH2:2]1.Br[C:39]1[CH:44]=[CH:43][N:42]([CH3:45])[C:41](=[O:46])[CH:40]=1.